Predict which catalyst facilitates the given reaction. From a dataset of Catalyst prediction with 721,799 reactions and 888 catalyst types from USPTO. (1) The catalyst class is: 4. Product: [C:34]([N:60]1[CH2:61][C:58]([N:57]([CH2:56][C:53]2[CH:54]=[C:55]3[C:50](=[CH:51][C:52]=2[O:66][CH3:67])[N:49]=[CH:48][N:47]=[C:46]3[NH:45][C:41]2[CH:42]=[CH:43][CH:44]=[C:39]([Cl:38])[C:40]=2[F:68])[CH3:65])([C:62]([NH2:64])=[O:63])[CH2:59]1)(=[O:36])[CH3:35]. Reactant: C(N(C(C)C)CC)(C)C.CN(C(ON1N=NC2C=CC=NC1=2)=[N+](C)C)C.F[P-](F)(F)(F)(F)F.[C:34](O)(=[O:36])[CH3:35].[Cl:38][C:39]1[C:40]([F:68])=[C:41]([NH:45][C:46]2[C:55]3[C:50](=[CH:51][C:52]([O:66][CH3:67])=[C:53]([CH2:56][N:57]([CH3:65])[C:58]4([C:62]([NH2:64])=[O:63])[CH2:61][NH:60][CH2:59]4)[CH:54]=3)[N:49]=[CH:48][N:47]=2)[CH:42]=[CH:43][CH:44]=1. (2) Reactant: C[O:2][C:3](=[O:43])[C:4]1[CH:9]=[CH:8][C:7]([O:10][CH2:11][CH2:12][CH2:13][O:14]/[N:15]=[CH:16]/[C:17]2[CH:22]=[CH:21][C:20]([C:23]3[CH:28]=[CH:27][CH:26]=[CH:25][CH:24]=3)=[CH:19][CH:18]=2)=[CH:6][C:5]=1[NH:29][C:30](=[O:42])[C:31]1[CH:36]=[CH:35][C:34]([O:37][C:38]([F:41])([F:40])[F:39])=[CH:33][CH:32]=1.CO.[OH-].[Li+]. Product: [C:20]1([C:23]2[CH:28]=[CH:27][CH:26]=[CH:25][CH:24]=2)[CH:19]=[CH:18][C:17](/[CH:16]=[N:15]/[O:14][CH2:13][CH2:12][CH2:11][O:10][C:7]2[CH:8]=[CH:9][C:4]([C:3]([OH:43])=[O:2])=[C:5]([NH:29][C:30](=[O:42])[C:31]3[CH:36]=[CH:35][C:34]([O:37][C:38]([F:40])([F:41])[F:39])=[CH:33][CH:32]=3)[CH:6]=2)=[CH:22][CH:21]=1. The catalyst class is: 7. (3) Reactant: F[C:2]1[CH:8]=[C:7]([F:9])[C:6]([F:10])=[CH:5][C:3]=1[NH2:4].CCO[C:14]([S-:16])=[S:15].[K+].Cl. Product: [F:10][C:6]1[C:7]([F:9])=[CH:8][C:2]2[S:15][C:14]([SH:16])=[N:4][C:3]=2[CH:5]=1. The catalyst class is: 35. (4) Reactant: [Br:1][C:2]1[C:3](Cl)=[N:4][C:5]([Cl:8])=[N:6][CH:7]=1.[CH3:10][O:11][C:12]1[NH:16][N:15]=[C:14]([NH2:17])[CH:13]=1.C(N(CC)CC)C. Product: [Br:1][C:2]1[C:3]([NH:17][C:14]2[CH:13]=[C:12]([O:11][CH3:10])[NH:16][N:15]=2)=[N:4][C:5]([Cl:8])=[N:6][CH:7]=1. The catalyst class is: 1. (5) Reactant: N(C(OCC)=O)=NC(OCC)=O.[CH:13]1([OH:18])[CH2:17][CH2:16][CH2:15][CH2:14]1.C1(P(C2C=CC=CC=2)C2C=CC=CC=2)C=CC=CC=1.O[C:39]1[CH:44]=[CH:43][C:42]([CH2:45][CH2:46][C:47]([CH3:57])([S:53]([CH3:56])(=[O:55])=[O:54])[C:48]([O:50][CH2:51][CH3:52])=[O:49])=[CH:41][CH:40]=1. Product: [CH:13]1([O:18][C:39]2[CH:40]=[CH:41][C:42]([CH2:45][CH2:46][C:47]([CH3:57])([S:53]([CH3:56])(=[O:55])=[O:54])[C:48]([O:50][CH2:51][CH3:52])=[O:49])=[CH:43][CH:44]=2)[CH2:17][CH2:16][CH2:15][CH2:14]1. The catalyst class is: 1. (6) Reactant: C(OC(=O)[NH:7][C@@H:8]1[CH2:11][C@H:10]([NH:12][C:13]2[C:18]([C:19]#[N:20])=[CH:17][N:16]=[C:15]([NH:21][CH2:22][CH2:23][C:24]3[CH:29]=[CH:28][CH:27]=[C:26]([Cl:30])[CH:25]=3)[N:14]=2)[C:9]1([CH3:32])[CH3:31])(C)(C)C.FC(F)(F)C(O)=O. Product: [NH2:7][C@H:8]1[CH2:11][C@@H:10]([NH:12][C:13]2[C:18]([C:19]#[N:20])=[CH:17][N:16]=[C:15]([NH:21][CH2:22][CH2:23][C:24]3[CH:29]=[CH:28][CH:27]=[C:26]([Cl:30])[CH:25]=3)[N:14]=2)[C:9]1([CH3:32])[CH3:31]. The catalyst class is: 2.